From a dataset of Full USPTO retrosynthesis dataset with 1.9M reactions from patents (1976-2016). Predict the reactants needed to synthesize the given product. (1) Given the product [CH3:1][C:2]1[C:7]([CH3:8])=[CH:6][C:5]2[N:9]([C@H:12]3[O:16][C@H:15]([CH2:17][OH:18])[C@@H:14]([O:19][P:20]([O:23][C@@H:24]([CH2:26][NH:27][C:28]([CH2:30][CH2:31][C@@:32]4([CH3:89])[C:48]5=[N:49][C@@H:34]([C@:35]6([CH3:84])[N-:73][C:38](=[C:39]([CH3:72])[C:40]7[C@:61]([CH2:63][C:64]([NH2:66])=[O:65])([CH3:62])[C@H:60]([CH2:67][CH2:68][C:69]([NH2:71])=[O:70])[C:42](=[CH:43][C:44]8[C:52]([CH3:54])([CH3:53])[C@H:51]([CH2:55][CH2:56][C:57]([NH2:59])=[O:58])[C:46](=[C:47]5[CH3:50])[N:45]=8)[N:41]=7)[C@@H:37]([CH2:74][CH2:75][C:76]([NH2:78])=[O:77])[C@@:36]6([CH2:80][C:81]([NH2:83])=[O:82])[CH3:79])[C@@H:33]4[CH2:85][C:86]([NH2:88])=[O:87])=[O:29])[CH3:25])([O-:22])=[O:21])[C@H:13]3[OH:90])[CH:10]=[N:11][C:4]=2[CH:3]=1.[C-:91]#[N:92].[Co+3:93].[CH2:94]1[C:103]2[C:98](=[CH:99][C:100]([OH:105])=[CH:101][C:102]=2[OH:104])[O:97][C@H:96]([C:106]2[CH:111]=[C:110]([OH:112])[C:109]([OH:113])=[C:108]([OH:114])[CH:107]=2)[C@@H:95]1[O:115][C:116]([C:118]1[CH:123]=[C:122]([OH:124])[C:121]([OH:125])=[C:120]([OH:126])[CH:119]=1)=[O:117], predict the reactants needed to synthesize it. The reactants are: [CH3:1][C:2]1[C:7]([CH3:8])=[CH:6][C:5]2[N:9]([C@H:12]3[O:16][C@H:15]([CH2:17][OH:18])[C@@H:14]([O:19][P:20]([O:23][C@@H:24]([CH2:26][NH:27][C:28]([CH2:30][CH2:31][C@@:32]4([CH3:89])[C:48]5=[N:49][C@@H:34]([C@:35]6([CH3:84])[N-:73][C:38](=[C:39]([CH3:72])[C:40]7[C@:61]([CH2:63][C:64]([NH2:66])=[O:65])([CH3:62])[C@H:60]([CH2:67][CH2:68][C:69]([NH2:71])=[O:70])[C:42](=[CH:43][C:44]8[C:52]([CH3:54])([CH3:53])[C@H:51]([CH2:55][CH2:56][C:57]([NH2:59])=[O:58])[C:46](=[C:47]5[CH3:50])[N:45]=8)[N:41]=7)[C@@H:37]([CH2:74][CH2:75][C:76]([NH2:78])=[O:77])[C@@:36]6([CH2:80][C:81]([NH2:83])=[O:82])[CH3:79])[C@@H:33]4[CH2:85][C:86]([NH2:88])=[O:87])=[O:29])[CH3:25])([O-:22])=[O:21])[C@H:13]3[OH:90])[CH:10]=[N:11][C:4]=2[CH:3]=1.[C-:91]#[N:92].[Co+3:93].[CH2:94]1[C:103]2[C:98](=[CH:99][C:100]([OH:105])=[CH:101][C:102]=2[OH:104])[O:97][C@H:96]([C:106]2[CH:111]=[C:110]([OH:112])[C:109]([OH:113])=[C:108]([OH:114])[CH:107]=2)[C@@H:95]1[O:115][C:116]([C:118]1[CH:123]=[C:122]([OH:124])[C:121]([OH:125])=[C:120]([OH:126])[CH:119]=1)=[O:117].C(O)C. (2) Given the product [Br:133][C:134]1[N:135]=[C:136]([C@@H:140]([NH:2][C:1](=[O:8])[O:3][C:4]([CH3:7])([CH3:6])[CH3:5])[C@H:141]([OH:12])[C:142]2[CH:143]=[CH:144][CH:145]=[CH:146][CH:147]=2)[CH:137]=[CH:138][CH:139]=1, predict the reactants needed to synthesize it. The reactants are: [C:1](=[O:8])([O:3][C:4]([CH3:7])([CH3:6])[CH3:5])[NH2:2].[OH-].[Na+].Cl[O:12]C(C)(C)C.CC[C@@H]1[C@@H]2C[C@H]([C@@H](OC3C4C(=CC=CC=4)C(O[C@@H](C4C=CN=C5C=4C=C(OC)C=C5)[C@@H]4N5C[C@H](CC)[C@@H](CC5)C4)=NN=3)C3C=CN=C4C=3C=C(OC)C=C4)N(CC2)C1.CC[C@H]1[C@H]2C[C@H]([C@H](OC3C4C(=CC=CC=4)C(O[C@H](C4C=CN=C5C=4C=C(OC)C=C5)[C@@H]4N5C[C@H](CC)[C@@H](CC5)C4)=NN=3)C3C=CN=C4C=3C=C(OC)C=C4)N(CC2)C1.[Br:133][C:134]1[CH:139]=[CH:138][CH:137]=[C:136](/[CH:140]=[CH:141]/[C:142]2[CH:147]=[CH:146][CH:145]=[CH:144][CH:143]=2)[N:135]=1. (3) Given the product [C:1]([N:4]1[C:12]2[C:7](=[CH:8][C:9]([NH2:13])=[CH:10][CH:11]=2)[CH2:6][CH2:5]1)(=[O:3])[CH3:2], predict the reactants needed to synthesize it. The reactants are: [C:1]([N:4]1[C:12]2[C:7](=[CH:8][C:9]([N+:13]([O-])=O)=[CH:10][CH:11]=2)[CH2:6][CH2:5]1)(=[O:3])[CH3:2].